Dataset: Forward reaction prediction with 1.9M reactions from USPTO patents (1976-2016). Task: Predict the product of the given reaction. (1) Given the reactants C(O)(C(F)(F)F)=O.[F:8][C:9]([F:45])([F:44])[C:10]1[CH:11]=[C:12]([C:20]2[N:24]=[CH:23][N:22](/[CH:25]=[CH:26]\[C:27]([NH:29][CH2:30][CH:31]3[CH2:36][CH2:35][CH2:34][N:33](C(OC(C)(C)C)=O)[CH2:32]3)=[O:28])[N:21]=2)[CH:13]=[C:14]([C:16]([F:19])([F:18])[F:17])[CH:15]=1, predict the reaction product. The product is: [F:19][C:16]([F:17])([F:18])[C:14]1[CH:13]=[C:12]([C:20]2[N:24]=[CH:23][N:22](/[CH:25]=[CH:26]\[C:27]([NH:29][CH2:30][CH:31]3[CH2:36][CH2:35][CH2:34][NH:33][CH2:32]3)=[O:28])[N:21]=2)[CH:11]=[C:10]([C:9]([F:8])([F:44])[F:45])[CH:15]=1. (2) Given the reactants [Br:1][C:2]1[CH:3]=[C:4]([CH2:7][OH:8])[S:5][CH:6]=1.[Cl:9]N1C(=O)CCC1=O, predict the reaction product. The product is: [Br:1][C:2]1[CH:3]=[C:4]([CH2:7][OH:8])[S:5][C:6]=1[Cl:9]. (3) Given the reactants [CH3:1][O:2][C:3](=[O:22])[CH2:4][C:5]1[CH:10]=[C:9]([O:11][CH2:12][C:13]2[CH:18]=[CH:17][C:16]([F:19])=[CH:15][CH:14]=2)[CH:8]=[CH:7][C:6]=1[CH2:20][OH:21], predict the reaction product. The product is: [CH3:1][O:2][C:3](=[O:22])[CH2:4][C:5]1[CH:10]=[C:9]([O:11][CH2:12][C:13]2[CH:18]=[CH:17][C:16]([F:19])=[CH:15][CH:14]=2)[CH:8]=[CH:7][C:6]=1[CH:20]=[O:21]. (4) Given the reactants [F:1][C:2]1[CH:3]=[C:4]([S:8]([C:11]2[CH:12]=[CH:13][C:14]([OH:20])=[C:15]([C:17](=[O:19])[CH3:18])[CH:16]=2)(=[O:10])=[O:9])[CH:5]=[CH:6][CH:7]=1.[CH2:21]([C@H:23]1[O:25][CH2:24]1)Cl, predict the reaction product. The product is: [F:1][C:2]1[CH:3]=[C:4]([S:8]([C:11]2[CH:12]=[CH:13][C:14]([O:20][CH2:21][C@H:23]3[CH2:24][O:25]3)=[C:15]([C:17](=[O:19])[CH3:18])[CH:16]=2)(=[O:10])=[O:9])[CH:5]=[CH:6][CH:7]=1. (5) Given the reactants [Cl:1][C:2]1[CH:3]=[CH:4][C:5]([OH:12])=[C:6]([CH:11]=1)[C:7]([O:9][CH3:10])=[O:8].C1C(=O)N([I:20])C(=O)C1, predict the reaction product. The product is: [Cl:1][C:2]1[CH:3]=[C:4]([I:20])[C:5]([OH:12])=[C:6]([CH:11]=1)[C:7]([O:9][CH3:10])=[O:8]. (6) Given the reactants [Br:1][C:2]1[CH:7]=[CH:6][C:5]([NH2:8])=[CH:4][C:3]=1[I:9].Cl.[C:11]1(Cl)[C:17](=O)C(Cl)=C(Cl)[C:13](=O)[C:12]=1Cl.C(=O)/C=C/C.[NH4+].[OH-], predict the reaction product. The product is: [Br:1][C:2]1[CH:7]=[C:6]2[C:5](=[CH:4][C:3]=1[I:9])[N:8]=[C:12]([CH3:13])[CH:11]=[CH:17]2.